From a dataset of Catalyst prediction with 721,799 reactions and 888 catalyst types from USPTO. Predict which catalyst facilitates the given reaction. (1) Product: [CH3:1][C@H:2]1[O:7][CH2:6][C@@H:5]([C:8]2[CH:9]=[CH:10][CH:11]=[CH:12][CH:13]=2)[NH:4][CH2:3]1. Reactant: [CH3:1][C@H:2]1[O:7][CH2:6][C@@H:5]([C:8]2[CH:13]=[CH:12][CH:11]=[CH:10][CH:9]=2)[NH:4][C:3]1=O.[H-].[Al+3].[Li+].[H-].[H-].[H-]. The catalyst class is: 7. (2) The catalyst class is: 4. Product: [CH:44]1([N:15]2[CH2:20][CH2:19][CH:18]([O:21][C:22]3[CH:23]=[CH:24][C:25]([C:28]4[CH2:33][CH2:32][N:31]([C:34]([O:36][CH2:37][C:38]5[CH:39]=[CH:40][CH:41]=[CH:42][CH:43]=5)=[O:35])[CH2:30][CH:29]=4)=[CH:26][CH:27]=3)[CH2:17][CH2:16]2)[CH2:47][CH2:46][CH2:45]1. Reactant: C(O[BH-](OC(=O)C)OC(=O)C)(=O)C.[Na+].[NH:15]1[CH2:20][CH2:19][CH:18]([O:21][C:22]2[CH:27]=[CH:26][C:25]([C:28]3[CH2:29][CH2:30][N:31]([C:34]([O:36][CH2:37][C:38]4[CH:43]=[CH:42][CH:41]=[CH:40][CH:39]=4)=[O:35])[CH2:32][CH:33]=3)=[CH:24][CH:23]=2)[CH2:17][CH2:16]1.[C:44]1(=O)[CH2:47][CH2:46][CH2:45]1.[OH-].[Na+]. (3) Reactant: [CH:1]1([C:6]2[CH:15]=[C:14]3[C:9]([C:10](=[O:18])[CH2:11][C:12]([CH3:17])([CH3:16])[O:13]3)=[C:8]([O:19][CH3:20])[C:7]=2[CH:21]([OH:32])[C:22]2[CH:27]=[CH:26][C:25]([C:28]([F:31])([F:30])[F:29])=[CH:24][CH:23]=2)[CH2:5][CH2:4][CH2:3][CH2:2]1. Product: [CH:1]1([C:6]2[CH:15]=[C:14]3[C:9]([C:10](=[O:18])[CH2:11][C:12]([CH3:16])([CH3:17])[O:13]3)=[C:8]([O:19][CH3:20])[C:7]=2[C:21](=[O:32])[C:22]2[CH:27]=[CH:26][C:25]([C:28]([F:29])([F:30])[F:31])=[CH:24][CH:23]=2)[CH2:2][CH2:3][CH2:4][CH2:5]1. The catalyst class is: 742.